From a dataset of Reaction yield outcomes from USPTO patents with 853,638 reactions. Predict the reaction yield, written as a fraction of the theoretical maximum amount of product (1.0 means a 100% yield; for example, 0.34 means a 34% yield). (1) The yield is 0.750. The product is [Br:1][C:2]1[C:11]([O:12][CH3:13])=[CH:10][CH:9]=[C:8]2[C:3]=1[CH:4]=[CH:5][C:6]([CH:14]=[O:16])=[N:7]2. No catalyst specified. The reactants are [Br:1][C:2]1[C:11]([O:12][CH3:13])=[CH:10][CH:9]=[C:8]2[C:3]=1[CH:4]=[CH:5][C:6]([CH3:14])=[N:7]2.[Se](=O)=[O:16]. (2) No catalyst specified. The reactants are C(O[CH:6]([N:10]([CH3:12])[CH3:11])[N:7]([CH3:9])[CH3:8])(C)(C)C.[CH3:13][O:14][CH2:15][C:16]#[N:17]. The yield is 0.330. The product is [CH3:12][N:10]([CH3:11])[CH:6]([N:7]([CH3:8])[CH3:9])[CH:15]([O:14][CH3:13])[C:16]#[N:17].